Dataset: Full USPTO retrosynthesis dataset with 1.9M reactions from patents (1976-2016). Task: Predict the reactants needed to synthesize the given product. (1) Given the product [Cl:1][C:2]1[CH:7]=[C:6]([NH:8][C:9]2[CH:10]=[CH:11][C:12]([F:15])=[CH:13][CH:14]=2)[CH:5]=[CH:4][C:3]=1[C:16]([C:18]1[CH:23]=[C:22]([C:24]2[N:25]=[N:26][N:27]([CH2:29][CH:30]([OH:31])[CH2:34][OH:33])[CH:28]=2)[CH:21]=[CH:20][C:19]=1[CH3:37])=[O:17], predict the reactants needed to synthesize it. The reactants are: [Cl:1][C:2]1[CH:7]=[C:6]([NH:8][C:9]2[CH:14]=[CH:13][C:12]([F:15])=[CH:11][CH:10]=2)[CH:5]=[CH:4][C:3]=1[C:16]([C:18]1[CH:23]=[C:22]([C:24]2[N:25]=[N:26][N:27]([CH2:29][CH:30]3[CH2:34][O:33]C(C)(C)[O:31]3)[CH:28]=2)[CH:21]=[CH:20][C:19]=1[CH3:37])=[O:17].Cl.CCOC(C)=O.O.C([O-])(O)=O.[Na+]. (2) Given the product [ClH:17].[NH2:8][CH:4]1[CH2:5][CH2:6][CH2:7][N:2]([CH3:1])[C:3]1=[O:16], predict the reactants needed to synthesize it. The reactants are: [CH3:1][N:2]1[CH2:7][CH2:6][CH2:5][CH:4]([NH:8]C(=O)OC(C)(C)C)[C:3]1=[O:16].[ClH:17].C(OCC)(=O)C. (3) Given the product [CH3:1][C:2]1[C:3]2[C:25](=[O:26])[CH:24]=[C:23]([CH3:27])[O:22][C:4]=2[N:5]([C:7]2[CH:14]=[CH:13][C:10]([C:11]([NH2:12])=[O:30])=[C:9]([NH:15][CH:16]3[CH2:21][CH2:20][O:19][CH2:18][CH2:17]3)[CH:8]=2)[N:6]=1, predict the reactants needed to synthesize it. The reactants are: [CH3:1][C:2]1[C:3]2[C:25](=[O:26])[CH:24]=[C:23]([CH3:27])[O:22][C:4]=2[N:5]([C:7]2[CH:14]=[CH:13][C:10]([C:11]#[N:12])=[C:9]([NH:15][CH:16]3[CH2:21][CH2:20][O:19][CH2:18][CH2:17]3)[CH:8]=2)[N:6]=1.C([OH:30])C.CS(C)=O. (4) Given the product [C:48]([S:38][CH2:2][C:3]1[CH:4]=[C:5]([C:14]([O:16][CH2:17][CH3:18])=[O:15])[CH:6]=[C:7]([CH:13]=1)[C:8]([O:10][CH2:11][CH3:12])=[O:9])(=[O:50])[CH3:47], predict the reactants needed to synthesize it. The reactants are: O[CH2:2][C:3]1[CH:4]=[C:5]([C:14]([O:16][CH2:17][CH3:18])=[O:15])[CH:6]=[C:7]([CH:13]=1)[C:8]([O:10][CH2:11][CH3:12])=[O:9].C1(P(C2C=CC=CC=2)C2C=CC=CC=2)C=CC=CC=1.[S:38]1C=CC=C1CC(O)=O.[CH3:47][CH:48]([O:50]C(/N=N/C(OC(C)C)=O)=O)C. (5) Given the product [ClH:19].[CH3:1][O:2][C:3]1[CH:4]=[C:5]([CH:8]=[C:9]([O:17][CH3:18])[C:10]=1[O:11][CH2:12][CH2:13][CH2:14][CH2:15][CH3:16])[CH2:6][C:25]1[C:34]2[C:29](=[C:30]([OH:38])[C:31]([O:35][CH2:36][CH3:37])=[CH:32][CH:33]=2)[CH:28]=[N:27][CH:26]=1, predict the reactants needed to synthesize it. The reactants are: [CH3:1][O:2][C:3]1[CH:4]=[C:5]([CH:8]=[C:9]([O:17][CH3:18])[C:10]=1[O:11][CH2:12][CH2:13][CH2:14][CH2:15][CH3:16])[CH:6]=O.[ClH:19].CO.C(O[CH:25](OCC)[CH2:26][NH:27][CH2:28][C:29]1[CH:34]=[CH:33][CH:32]=[C:31]([O:35][CH2:36][CH3:37])[C:30]=1[OH:38])C. (6) Given the product [O:21]=[C:15]1[CH:14]([N:7]2[C:6](=[O:22])[C:5]3[C:9](=[CH:10][CH:11]=[CH:12][C:4]=3[CH2:3][NH:2][C:37](=[O:38])[C:36]3[CH:40]=[CH:41][CH:42]=[C:34]([C:33]([F:32])([F:43])[F:44])[CH:35]=3)[C:8]2=[O:13])[CH2:19][CH2:18][C:17](=[O:20])[NH:16]1, predict the reactants needed to synthesize it. The reactants are: Cl.[NH2:2][CH2:3][C:4]1[CH:12]=[CH:11][CH:10]=[C:9]2[C:5]=1[C:6](=[O:22])[N:7]([CH:14]1[CH2:19][CH2:18][C:17](=[O:20])[NH:16][C:15]1=[O:21])[C:8]2=[O:13].C(N(C(C)C)CC)(C)C.[F:32][C:33]([F:44])([F:43])[C:34]1[CH:35]=[C:36]([CH:40]=[CH:41][CH:42]=1)[C:37](Cl)=[O:38].